From a dataset of Forward reaction prediction with 1.9M reactions from USPTO patents (1976-2016). Predict the product of the given reaction. (1) The product is: [Br:14][C:36]1[C:35]([CH3:42])=[N:34][C:33]([NH:32][C:29]2[CH:28]=[C:27]([C:43]3[CH:48]=[CH:47][C:46]([F:49])=[CH:45][C:44]=3[O:50][CH3:51])[C:26]([F:25])=[CH:31][N:30]=2)=[CH:38][C:37]=1[CH2:39][S:40]([CH3:41])=[N:5][C:3](=[O:4])[C:2]([F:7])([F:6])[F:1].[F:1][C:2]([F:7])([F:6])[C:3]([N:5]=[S:40]([CH2:39][C:37]1[CH:36]=[C:35]([CH3:42])[N:34]=[C:33]([NH:32][C:29]2[CH:28]=[C:27]([C:43]3[CH:48]=[CH:47][C:46]([F:49])=[CH:45][C:44]=3[O:50][CH3:51])[C:26]([F:25])=[CH:31][N:30]=2)[CH:38]=1)[CH3:41])=[O:4]. Given the reactants [F:1][C:2]([F:7])([F:6])[C:3]([NH2:5])=[O:4].CC(C)([O-])C.[Na+].[Br:14]N1C(C)(C)C(=O)N(Br)C1=O.[F:25][C:26]1[C:27]([C:43]2[CH:48]=[CH:47][C:46]([F:49])=[CH:45][C:44]=2[O:50][CH3:51])=[CH:28][C:29]([NH:32][C:33]2[CH:38]=[C:37]([CH2:39][S:40][CH3:41])[CH:36]=[C:35]([CH3:42])[N:34]=2)=[N:30][CH:31]=1.S([O-])([O-])=O.[Na+].[Na+], predict the reaction product. (2) Given the reactants [F:1][C:2]1[CH:12]=[CH:11][C:5]2[NH:6][C:7](=O)[CH2:8][S:9][C:4]=2[C:3]=1[F:13].[Li], predict the reaction product. The product is: [F:1][C:2]1[CH:12]=[CH:11][C:5]2[NH:6][CH2:7][CH2:8][S:9][C:4]=2[C:3]=1[F:13].